This data is from Experimentally validated miRNA-target interactions with 360,000+ pairs, plus equal number of negative samples. The task is: Binary Classification. Given a miRNA mature sequence and a target amino acid sequence, predict their likelihood of interaction. The miRNA is hsa-miR-4465 with sequence CUCAAGUAGUCUGACCAGGGGA. The protein sequence of the target gene is MAGLSGAQIPDGEFTAVVYRLIRNARYAEAVQLLGGELQRSPRSRAGLSLLGYCYYRLQEFALAAECYEQLGQLHPELEQYRLYQAQALYKACLYAEATRVAFLLLDNPAYHSRVLRLQAAIKYSEGDLPGSRSLVEQLPSREGGEESGGENETDGQINLGCLLYKEGQYEAACSKFFAALQASGYQPDLSYNLALAYYSSRQYASALKHIAEIIERGIRQHPELGVGMTTEGIDVRSVGNTLVLHQTALVEAFNLKAAIEYQLRNYEAAQEALTDMPPRAEEELDPVTLHNQALMNMDA.... Result: 0 (no interaction).